Dataset: Merck oncology drug combination screen with 23,052 pairs across 39 cell lines. Task: Regression. Given two drug SMILES strings and cell line genomic features, predict the synergy score measuring deviation from expected non-interaction effect. (1) Drug 1: Cn1nnc2c(C(N)=O)ncn2c1=O. Drug 2: COC1=C2CC(C)CC(OC)C(O)C(C)C=C(C)C(OC(N)=O)C(OC)C=CC=C(C)C(=O)NC(=CC1=O)C2=O. Cell line: MSTO. Synergy scores: synergy=-16.1. (2) Drug 1: CC1CC2C3CCC4=CC(=O)C=CC4(C)C3(F)C(O)CC2(C)C1(O)C(=O)CO. Drug 2: CCN(CC)CCNC(=O)c1c(C)[nH]c(C=C2C(=O)Nc3ccc(F)cc32)c1C. Cell line: A2780. Synergy scores: synergy=0.654. (3) Drug 1: CCc1cnn2c(NCc3ccc[n+]([O-])c3)cc(N3CCCCC3CCO)nc12. Drug 2: Cn1cc(-c2cnn3c(N)c(Br)c(C4CCCNC4)nc23)cn1. Cell line: RKO. Synergy scores: synergy=20.4. (4) Drug 1: Cn1nnc2c(C(N)=O)ncn2c1=O. Drug 2: NC1(c2ccc(-c3nc4ccn5c(=O)[nH]nc5c4cc3-c3ccccc3)cc2)CCC1. Cell line: RKO. Synergy scores: synergy=18.6. (5) Drug 1: O=c1[nH]cc(F)c(=O)[nH]1. Drug 2: O=C(CCCCCCC(=O)Nc1ccccc1)NO. Cell line: SKOV3. Synergy scores: synergy=5.70.